Dataset: Full USPTO retrosynthesis dataset with 1.9M reactions from patents (1976-2016). Task: Predict the reactants needed to synthesize the given product. (1) Given the product [CH3:1][N:2]1[N:6]=[N:5][C:4]([C:7]2[S:11][C:10]([NH:12][C:23]([C:20]3[CH:21]=[CH:22][O:18][CH:19]=3)=[O:24])=[N:9][C:8]=2[C:13]2[SH:14]=[CH:15][CH2:16][CH:17]=2)=[N:3]1, predict the reactants needed to synthesize it. The reactants are: [CH3:1][N:2]1[N:6]=[N:5][C:4]([C:7]2[S:11][C:10]([NH2:12])=[N:9][C:8]=2[C:13]2[S:14][CH:15]=[CH:16][CH:17]=2)=[N:3]1.[O:18]1[CH:22]=[CH:21][C:20]([C:23](Cl)=[O:24])=[CH:19]1. (2) Given the product [Cl:1][C:2]1[C:3]([I:9])=[CH:4][C:5]([NH:10][CH:11]2[CH2:12][CH2:13][N:14]([C:17]([O:19][C:20]([CH3:23])([CH3:22])[CH3:21])=[O:18])[CH2:15][CH2:16]2)=[N:6][CH:7]=1, predict the reactants needed to synthesize it. The reactants are: [Cl:1][C:2]1[C:3]([I:9])=[CH:4][C:5](F)=[N:6][CH:7]=1.[NH2:10][CH:11]1[CH2:16][CH2:15][N:14]([C:17]([O:19][C:20]([CH3:23])([CH3:22])[CH3:21])=[O:18])[CH2:13][CH2:12]1.CS(C)=O.